Dataset: NCI-60 drug combinations with 297,098 pairs across 59 cell lines. Task: Regression. Given two drug SMILES strings and cell line genomic features, predict the synergy score measuring deviation from expected non-interaction effect. Drug 1: C1CCN(CC1)CCOC2=CC=C(C=C2)C(=O)C3=C(SC4=C3C=CC(=C4)O)C5=CC=C(C=C5)O. Drug 2: CC12CCC3C(C1CCC2O)C(CC4=C3C=CC(=C4)O)CCCCCCCCCS(=O)CCCC(C(F)(F)F)(F)F. Cell line: HCT116. Synergy scores: CSS=-4.15, Synergy_ZIP=-0.0312, Synergy_Bliss=-4.75, Synergy_Loewe=-12.5, Synergy_HSA=-8.14.